From a dataset of Forward reaction prediction with 1.9M reactions from USPTO patents (1976-2016). Predict the product of the given reaction. (1) Given the reactants [OH:1][C:2]1[CH:3]=[N:4][C:5]2[C:10]([C:11]=1[C:12]([O:14][CH3:15])=[O:13])=[CH:9][CH:8]=[CH:7][CH:6]=2.[C:16](=O)([O-])[O-].[K+].[K+].CI, predict the reaction product. The product is: [CH3:16][O:1][C:2]1[CH:3]=[N:4][C:5]2[C:10]([C:11]=1[C:12]([O:14][CH3:15])=[O:13])=[CH:9][CH:8]=[CH:7][CH:6]=2. (2) Given the reactants [C:1]([O:5][C:6]([N:8]1[CH2:13][CH2:12][N:11]2[C:14]([CH2:17][CH3:18])=[N:15][CH:16]=[C:10]2[CH:9]1[CH2:19][CH2:20][C:21]1[CH:26]=[C:25]([F:27])[C:24]([C:28]([F:31])([F:30])[F:29])=[CH:23][C:22]=1[F:32])=[O:7])([CH3:4])([CH3:3])[CH3:2].[Cl:33]N1C(=O)CCC1=O, predict the reaction product. The product is: [C:1]([O:5][C:6]([N:8]1[CH2:13][CH2:12][N:11]2[C:14]([CH2:17][CH3:18])=[N:15][C:16]([Cl:33])=[C:10]2[CH:9]1[CH2:19][CH2:20][C:21]1[CH:26]=[C:25]([F:27])[C:24]([C:28]([F:30])([F:31])[F:29])=[CH:23][C:22]=1[F:32])=[O:7])([CH3:2])([CH3:3])[CH3:4]. (3) Given the reactants [Cl:1][C:2]1[CH:3]=[C:4]2[C:10]([C:11]3[N:16]=[C:15]([NH:17][CH2:18][CH:19]4[CH2:24][C:23]([F:26])([F:25])[CH2:22][CH2:21][NH:20]4)[C:14]([F:27])=[CH:13][N:12]=3)=[CH:9][NH:8][C:5]2=[N:6][CH:7]=1.ClC1C=C2C(C3N=C(NCC4CC(F)(F)CCN4C(OC(C)(C)C)=O)C(F)=CN=3)=CNC2=NC=1.CCN(C(C)C)C(C)C.[CH3:71][O:72][CH2:73][CH2:74][C:75](Cl)=[O:76], predict the reaction product. The product is: [Cl:1][C:2]1[CH:3]=[C:4]2[C:10]([C:11]3[N:16]=[C:15]([NH:17][CH2:18][CH:19]4[CH2:24][C:23]([F:26])([F:25])[CH2:22][CH2:21][N:20]4[C:75](=[O:76])[CH2:74][CH2:73][O:72][CH3:71])[C:14]([F:27])=[CH:13][N:12]=3)=[CH:9][NH:8][C:5]2=[N:6][CH:7]=1. (4) Given the reactants Cl[C:2]1[CH:10]=[CH:9][C:5]([C:6]([NH2:8])=[O:7])=[CH:4][N:3]=1.[CH3:11][C:12]1[CH:13]=[CH:14][CH:15]=[C:16]2[C:21]=1[N+:20]([O-])=[CH:19][CH:18]=[CH:17]2.Br.C(O)(=[O:26])C.[OH-].[Na+], predict the reaction product. The product is: [CH3:11][C:12]1[CH:13]=[CH:14][CH:15]=[C:16]2[C:21]=1[N:20]=[C:19]([N:3]1[C:2](=[O:26])[CH:10]=[CH:9][C:5]([C:6]([NH2:8])=[O:7])=[CH:4]1)[CH:18]=[CH:17]2. (5) Given the reactants Br.Br[CH2:3][C:4]([C:6]1[CH:11]=[CH:10][N:9]=[CH:8][CH:7]=1)=O.[CH3:12][O:13][C:14]1[CH:15]=[C:16]([NH:20][C:21]([NH2:23])=[S:22])[CH:17]=[CH:18][CH:19]=1.N, predict the reaction product. The product is: [CH3:12][O:13][C:14]1[CH:15]=[C:16]([NH:20][C:21]2[S:22][CH:3]=[C:4]([C:6]3[CH:11]=[CH:10][N:9]=[CH:8][CH:7]=3)[N:23]=2)[CH:17]=[CH:18][CH:19]=1. (6) Given the reactants [NH2:1][C:2]1[CH:3]=[CH:4][C:5]([C:12]2[CH:17]=[CH:16][C:15]([OH:18])=[C:14]([O:19][CH3:20])[CH:13]=2)=[C:6]2[C:10]=1[C:9](=[O:11])[NH:8][CH2:7]2.[Si:21](Cl)([C:24]([CH3:27])([CH3:26])[CH3:25])([CH3:23])[CH3:22].N12CCCN=C1CCCCC2.O, predict the reaction product. The product is: [NH2:1][C:2]1[CH:3]=[CH:4][C:5]([C:12]2[CH:17]=[CH:16][C:15]([O:18][Si:21]([C:24]([CH3:27])([CH3:26])[CH3:25])([CH3:23])[CH3:22])=[C:14]([O:19][CH3:20])[CH:13]=2)=[C:6]2[C:10]=1[C:9](=[O:11])[NH:8][CH2:7]2. (7) Given the reactants Cl[C:2](Cl)(Cl)[CH:3]([OH:5])O.S([O-])([O-])(=O)=O.[Na+].[Na+].[Br:15][C:16]1[CH:17]=[C:18]([F:25])[C:19]([O:23][CH3:24])=[C:20]([CH:22]=1)[NH2:21].Cl.Cl.[NH2:28][OH:29], predict the reaction product. The product is: [Br:15][C:16]1[CH:17]=[C:18]([F:25])[C:19]([O:23][CH3:24])=[C:20]([NH:21][C:3](=[O:5])/[CH:2]=[N:28]/[OH:29])[CH:22]=1.